This data is from Reaction yield outcomes from USPTO patents with 853,638 reactions. The task is: Predict the reaction yield, written as a fraction of the theoretical maximum amount of product (1.0 means a 100% yield; for example, 0.34 means a 34% yield). (1) The reactants are [Mg].[CH3:2][O:3][C:4]1[CH:12]=[CH:11][C:7]([CH2:8][CH2:9]Br)=[CH:6][CH:5]=1.[Br-].[CH2:14]([N+:21]1[CH:22]=[C:23]2[C:28](=[CH:29][CH:30]=1)[N:27]=[CH:26][CH:25]=[CH:24]2)[C:15]1[CH:20]=[CH:19][CH:18]=[CH:17][CH:16]=1. The catalyst is C1COCC1. The product is [CH2:14]([N:21]1[CH:30]=[CH:29][C:28]2[N:27]=[CH:26][CH:25]=[CH:24][C:23]=2[CH:22]1[CH2:9][CH2:8][C:7]1[CH:11]=[CH:12][C:4]([O:3][CH3:2])=[CH:5][CH:6]=1)[C:15]1[CH:16]=[CH:17][CH:18]=[CH:19][CH:20]=1. The yield is 0.900. (2) The reactants are [C:1]1([N:11]2[CH2:16][CH2:15][N:14]([CH2:17][CH2:18][CH2:19][CH2:20][O:21][C:22]3[CH:30]=[C:29]4[C:25]([CH:26]=[N:27][NH:28]4)=[CH:24][CH:23]=3)[CH2:13][CH2:12]2)[C:10]2[C:5](=CC=CC=2)[CH:4]=[CH:3][CH:2]=1.[CH2:31]([O:33]C1C=CC=CC=1N1CCNCC1)[CH3:32]. No catalyst specified. The product is [CH2:31]([O:33][C:10]1[CH:5]=[CH:4][CH:3]=[CH:2][C:1]=1[N:11]1[CH2:16][CH2:15][N:14]([CH2:17][CH2:18][CH2:19][CH2:20][O:21][C:22]2[CH:30]=[C:29]3[C:25]([CH:26]=[N:27][NH:28]3)=[CH:24][CH:23]=2)[CH2:13][CH2:12]1)[CH3:32]. The yield is 0.740. (3) The reactants are C[N:2]([CH3:19])[CH:3]=[CH:4][C:5]([C:7]1[CH:8]=[C:9]([N:13]([CH2:17][CH3:18])[C:14](=[O:16])[CH3:15])[CH:10]=[CH:11][CH:12]=1)=O.N[C:21]1[C:25]([C:26]#[N:27])=C[NH:23][N:22]=1.Cl. The product is [CH3:18][CH2:17][N:13]([C:14]([CH3:15])=[O:16])[C:9]1[CH:10]=[CH:11][CH:12]=[C:7]([C:5]2[N:23]3[N:22]=[CH:21][C:25]([C:26]#[N:27])=[C:19]3[N:2]=[CH:3][CH:4]=2)[CH:8]=1. The yield is 0.918. The catalyst is O.CO. (4) The reactants are FC(F)(F)C(O)=O.FC(F)(F)C(O)=O.[NH2:15][CH2:16][C@H:17]1[CH2:22][CH2:21][C@H:20]([N:23]2[C:27]3=[C:28]4[S:34][CH:33]=[CH:32][C:29]4=[N:30][CH:31]=[C:26]3[N:25]=[C:24]2[C@H:35]([OH:37])[CH3:36])[CH2:19][CH2:18]1.C(N(CC)CC)C.Cl[C:46]([O:48][CH2:49][CH3:50])=[O:47]. The catalyst is C(Cl)Cl. The product is [OH:37][C@@H:35]([C:24]1[N:23]([C@H:20]2[CH2:21][CH2:22][C@H:17]([CH2:16][NH:15][C:46](=[O:47])[O:48][CH2:49][CH3:50])[CH2:18][CH2:19]2)[C:27]2=[C:28]3[S:34][CH:33]=[CH:32][C:29]3=[N:30][CH:31]=[C:26]2[N:25]=1)[CH3:36]. The yield is 0.0700. (5) The reactants are [Cl:1][C:2]1[N:7]=[C:6]([C:8]([OH:10])=O)[CH:5]=[N:4][CH:3]=1.C[N:12]1C(=O)CCC1.ClC(OCC(C)C)=O.[NH4+].[OH-]. The catalyst is CN(C=O)C. The product is [Cl:1][C:2]1[N:7]=[C:6]([C:8]([NH2:12])=[O:10])[CH:5]=[N:4][CH:3]=1. The yield is 0.340. (6) The reactants are C([Li])CCC.Br[C:7]1[CH:12]=[CH:11][C:10]([CH3:13])=[CH:9][CH:8]=1.[CH3:14][O:15][C:16]1[CH:21]=[CH:20][C:19]([N:22]2[CH2:27][CH2:26][N:25]([C:28]3[C:29]([CH3:42])=[C:30]([CH3:41])[C:31]4[O:35][C:34]([CH3:37])([CH3:36])[C:33](=[O:38])[C:32]=4[C:39]=3[CH3:40])[CH2:24][CH2:23]2)=[CH:18][CH:17]=1.O. The catalyst is C1COCC1. The product is [OH:38][C:33]1([C:7]2[CH:12]=[CH:11][C:10]([CH3:13])=[CH:9][CH:8]=2)[C:32]2[C:39]([CH3:40])=[C:28]([N:25]3[CH2:24][CH2:23][N:22]([C:19]4[CH:18]=[CH:17][C:16]([O:15][CH3:14])=[CH:21][CH:20]=4)[CH2:27][CH2:26]3)[C:29]([CH3:42])=[C:30]([CH3:41])[C:31]=2[O:35][C:34]1([CH3:37])[CH3:36]. The yield is 0.900.